This data is from TCR-epitope binding with 47,182 pairs between 192 epitopes and 23,139 TCRs. The task is: Binary Classification. Given a T-cell receptor sequence (or CDR3 region) and an epitope sequence, predict whether binding occurs between them. (1) The epitope is AMFWSVPTV. The TCR CDR3 sequence is CASSGNGQDLQPQHF. Result: 0 (the TCR does not bind to the epitope). (2) The epitope is VSFIEFVGW. The TCR CDR3 sequence is CASSLGGLAGSNEQFF. Result: 0 (the TCR does not bind to the epitope). (3) The epitope is GTITSGWTF. The TCR CDR3 sequence is CSVGSGGTNEKLFF. Result: 0 (the TCR does not bind to the epitope). (4) Result: 1 (the TCR binds to the epitope). The TCR CDR3 sequence is CASSLVSYQETQYF. The epitope is AYILFTRFFYV. (5) The epitope is VLAWLYAAV. The TCR CDR3 sequence is CASSLGTPYEQYF. Result: 1 (the TCR binds to the epitope).